Regression. Given a peptide amino acid sequence and an MHC pseudo amino acid sequence, predict their binding affinity value. This is MHC class II binding data. From a dataset of Peptide-MHC class II binding affinity with 134,281 pairs from IEDB. The peptide sequence is TWYGKPTGAGPKDNG. The MHC is HLA-DQA10301-DQB10302 with pseudo-sequence HLA-DQA10301-DQB10302. The binding affinity (normalized) is 0.117.